This data is from Forward reaction prediction with 1.9M reactions from USPTO patents (1976-2016). The task is: Predict the product of the given reaction. (1) The product is: [CH:24]([O:25][C:2]1[CH:9]=[CH:8][C:5]([C:6]#[N:7])=[CH:4][C:3]=1[N+:10]([O-:12])=[O:11])([CH3:23])[CH3:16]. Given the reactants F[C:2]1[CH:9]=[CH:8][C:5]([C:6]#[N:7])=[CH:4][C:3]=1[N+:10]([O-:12])=[O:11].N([C:16]1C=C(C=[CH:23][C:24]=1[O:25]C(F)(F)F)C(N)=O)=C=S, predict the reaction product. (2) Given the reactants [F:1][C:2]1[CH:7]=[CH:6][C:5]([NH:8][C@@H:9]([CH2:13][CH3:14])[C:10](O)=[O:11])=[C:4]([N+:15]([O-])=O)[CH:3]=1.C([C@H]1NC2C(=CC(F)=CC=2)NC1=O)C, predict the reaction product. The product is: [CH2:13]([C@@H:9]1[NH:8][C:5]2[C:4](=[CH:3][C:2]([F:1])=[CH:7][CH:6]=2)[NH:15][C:10]1=[O:11])[CH3:14]. (3) Given the reactants [O:1]1[C:5]2([CH2:9][CH2:8][CH:7]=[CH:6]2)[O:4][CH2:3][CH2:2]1.[C:10]([O:14][CH3:15])(=[O:13])[CH:11]=[CH2:12].C1(C=CC(O)=CC=1)O, predict the reaction product. The product is: [O:1]1[CH2:2][CH2:3][O:4][C:5]21[CH2:9][C@@H:8]1[CH2:7][C@@H:6]2[CH2:12][CH:11]1[C:10]([O:14][CH3:15])=[O:13].